Dataset: Forward reaction prediction with 1.9M reactions from USPTO patents (1976-2016). Task: Predict the product of the given reaction. (1) Given the reactants [CH3:1][C:2]1[C:23]([N:24]2[C:28]3[CH:29]=[CH:30][CH:31]=[CH:32][C:27]=3[N:26]=[C:25]2[CH3:33])=[CH:22][CH:21]=[CH:20][C:3]=1[CH2:4][NH:5][C:6]1[CH:19]=[CH:18][C:9]2[C@H:10]([CH2:13][C:14]([O:16]C)=[O:15])[CH2:11][O:12][C:8]=2[CH:7]=1.[OH-].[Na+], predict the reaction product. The product is: [CH3:1][C:2]1[C:23]([N:24]2[C:28]3[CH:29]=[CH:30][CH:31]=[CH:32][C:27]=3[N:26]=[C:25]2[CH3:33])=[CH:22][CH:21]=[CH:20][C:3]=1[CH2:4][NH:5][C:6]1[CH:19]=[CH:18][C:9]2[C@H:10]([CH2:13][C:14]([OH:16])=[O:15])[CH2:11][O:12][C:8]=2[CH:7]=1. (2) Given the reactants [OH:1][C:2]1[CH:10]=[C:9]2[C:5]([CH2:6][CH2:7][C:8]2=[O:11])=[CH:4][CH:3]=1.C([O-])([O-])=O.[K+].[K+].[CH:18]1[CH:23]=[CH:22][C:21]([CH2:24]Br)=[CH:20][CH:19]=1, predict the reaction product. The product is: [CH2:24]([O:1][C:2]1[CH:10]=[C:9]2[C:5]([CH2:6][CH2:7][C:8]2=[O:11])=[CH:4][CH:3]=1)[C:21]1[CH:22]=[CH:23][CH:18]=[CH:19][CH:20]=1. (3) Given the reactants [Cl:1][C:2]1[CH:3]=[C:4]([C:10]([OH:12])=[O:11])[CH:5]=[N:6][C:7]=1[NH:8][NH2:9].[N:13]([CH:16]1[C:22]2[CH:23]=[CH:24][CH:25]=[CH:26][C:21]=2[CH2:20][S:19][C:18]2[CH:27]=[CH:28][CH:29]=[CH:30][C:17]1=2)=[C:14]=[S:15], predict the reaction product. The product is: [Cl:1][C:2]1[CH:3]=[C:4]([C:10]([OH:12])=[O:11])[CH:5]=[N:6][C:7]=1[NH:8][NH:9][C:14]([NH:13][CH:16]1[C:22]2[CH:23]=[CH:24][CH:25]=[CH:26][C:21]=2[CH2:20][S:19][C:18]2[CH:27]=[CH:28][CH:29]=[CH:30][C:17]1=2)=[S:15]. (4) Given the reactants C([O:3][C:4](=O)[C:5]1[CH:10]=[CH:9][CH:8]=[N:7][C:6]=1[NH2:11])C.[H-].[Al+3].[Li+].[H-].[H-].[H-].O.[OH-].[Na+], predict the reaction product. The product is: [NH2:11][C:6]1[C:5]([CH2:4][OH:3])=[CH:10][CH:9]=[CH:8][N:7]=1. (5) Given the reactants Cl[C:2]1[C:11]2[C:6](=[CH:7][CH:8]=[CH:9][CH:10]=2)[N:5]=[C:4]([N:12]2[CH2:17][CH2:16][CH2:15][CH2:14][CH2:13]2)[N:3]=1.CC[N:20]([CH2:23][CH3:24])CC.C(N)C[C:27]1[CH:32]=[CH:31][CH:30]=[CH:29][CH:28]=1, predict the reaction product. The product is: [C:27]1([C@@H:23]([NH:20][C:2]2[C:11]3[C:6](=[CH:7][CH:8]=[CH:9][CH:10]=3)[N:5]=[C:4]([N:12]3[CH2:17][CH2:16][CH2:15][CH2:14][CH2:13]3)[N:3]=2)[CH3:24])[CH:32]=[CH:31][CH:30]=[CH:29][CH:28]=1.